The task is: Predict the reaction yield, written as a fraction of the theoretical maximum amount of product (1.0 means a 100% yield; for example, 0.34 means a 34% yield).. This data is from Reaction yield outcomes from USPTO patents with 853,638 reactions. (1) The reactants are Br[C:2]1[CH:3]=[CH:4][C:5]([O:8][CH3:9])=[N:6][CH:7]=1.C([Li])CCC.C[O:16][B:17](OC)[O:18]C. No catalyst specified. The product is [CH3:9][O:8][C:5]1[N:6]=[CH:7][C:2]([B:17]([OH:18])[OH:16])=[CH:3][CH:4]=1. The yield is 0.880. (2) The reactants are [CH:1]([S:14][CH2:15][CH2:16]Br)([C:8]1[CH:13]=[CH:12][CH:11]=[CH:10][CH:9]=1)[C:2]1[CH:7]=[CH:6][CH:5]=[CH:4][CH:3]=1.[C:18]1([CH2:24][CH2:25][CH2:26][N:27]2[CH2:32][CH2:31][NH:30][CH2:29][CH2:28]2)[CH:23]=[CH:22][CH:21]=[CH:20][CH:19]=1.C([O-])([O-])=O.[K+].[K+]. The catalyst is CC(C)=O. The yield is 0.610. The product is [CH:1]([S:14][CH2:15][CH2:16][N:30]1[CH2:31][CH2:32][N:27]([CH2:26][CH2:25][CH2:24][C:18]2[CH:23]=[CH:22][CH:21]=[CH:20][CH:19]=2)[CH2:28][CH2:29]1)([C:8]1[CH:13]=[CH:12][CH:11]=[CH:10][CH:9]=1)[C:2]1[CH:7]=[CH:6][CH:5]=[CH:4][CH:3]=1. (3) The reactants are [C:1]([N:8]1[CH2:13][CH2:12][CH:11]([C:14]2[CH:19]=[CH:18][C:17]([C:20](O)=[O:21])=[CH:16][CH:15]=2)[CH2:10][CH2:9]1)([O:3][C:4]([CH3:7])([CH3:6])[CH3:5])=[O:2].B.C1COCC1. The catalyst is C1COCC1. The product is [C:4]([O:3][C:1]([N:8]1[CH2:13][CH2:12][CH:11]([C:14]2[CH:15]=[CH:16][C:17]([CH2:20][OH:21])=[CH:18][CH:19]=2)[CH2:10][CH2:9]1)=[O:2])([CH3:7])([CH3:5])[CH3:6]. The yield is 0.930. (4) The reactants are [C:1]([C:3]1[C:7]([CH:8]=[CH2:9])=[C:6]([C:10]2[N:14]=[CH:13][N:12]([CH:15]3[CH2:20][CH2:19][CH2:18][CH2:17][O:16]3)[N:11]=2)[S:5][C:4]=1[C:21]1[CH:26]=[CH:25][N:24]=[C:23]([NH:27][C:28](=[O:31])[O:29][CH3:30])[CH:22]=1)#[N:2].C[N+]1([O-])CC[O:36]CC1.[OH2:40]. The catalyst is C(O)(C)(C)C.CC(C)=O.C(Cl)Cl.CO.[Os](=O)(=O)(=O)=O.O. The product is [C:1]([C:3]1[C:7]([CH:8]([OH:36])[CH2:9][OH:40])=[C:6]([C:10]2[N:14]=[CH:13][N:12]([CH:15]3[CH2:20][CH2:19][CH2:18][CH2:17][O:16]3)[N:11]=2)[S:5][C:4]=1[C:21]1[CH:26]=[CH:25][N:24]=[C:23]([NH:27][C:28](=[O:31])[O:29][CH3:30])[CH:22]=1)#[N:2]. The yield is 0.576. (5) The reactants are [Cl:1][C:2]1[C:3]([CH3:18])=[C:4]([NH:10][C@H:11]([C@H:15]([OH:17])[CH3:16])[C:12]([OH:14])=O)[CH:5]=[CH:6][C:7]=1[C:8]#[N:9].[N+:19]([C:22]1[CH:31]=[CH:30][C:25]([C:26]([NH:28][NH2:29])=[O:27])=[CH:24][CH:23]=1)([O-:21])=[O:20].O.ON1C2C=CC=CC=2N=N1.Cl.CN(C)CCCN=C=NCC.C(N(CC)CC)C. The catalyst is C1COCC1. The product is [Cl:1][C:2]1[C:3]([CH3:18])=[C:4]([NH:10][C@H:11]([C@H:15]([OH:17])[CH3:16])[C:12]([NH:29][NH:28][C:26](=[O:27])[C:25]2[CH:24]=[CH:23][C:22]([N+:19]([O-:21])=[O:20])=[CH:31][CH:30]=2)=[O:14])[CH:5]=[CH:6][C:7]=1[C:8]#[N:9]. The yield is 0.890. (6) The reactants are CN(C=O)C.[C:6]([Cl:11])(=O)[C:7](Cl)=[O:8].OC1C(=O)[N:15]([CH:26]([CH3:28])[CH3:27])[S:16](=[O:25])(=[O:24])[C:17]=1[C:18]1[CH:23]=[CH:22][CH:21]=[CH:20][CH:19]=1.O. The catalyst is C(Cl)Cl. The product is [Cl:11][C:6]1[C:7](=[O:8])[N:15]([CH:26]([CH3:28])[CH3:27])[S:16](=[O:24])(=[O:25])[C:17]=1[C:18]1[CH:23]=[CH:22][CH:21]=[CH:20][CH:19]=1. The yield is 0.460.